Dataset: Forward reaction prediction with 1.9M reactions from USPTO patents (1976-2016). Task: Predict the product of the given reaction. (1) Given the reactants C[O:2][C:3]([C:5]1[O:6][C:7](C)=[C:8]([CH2:10][O:11][C:12]2[CH:17]=[CH:16][C:15](I)=[CH:14][CH:13]=2)[CH:9]=1)=[O:4].Cl[C:21]1[CH:26]=[CH:25][C:24](B(O)O)=[CH:23][CH:22]=1, predict the reaction product. The product is: [C:15]1([C:21]2[CH:26]=[CH:25][CH:24]=[CH:23][CH:22]=2)[CH:14]=[CH:13][C:12]([O:11][CH2:10][C:8]2[CH:9]=[C:5]([C:3]([OH:2])=[O:4])[O:6][CH:7]=2)=[CH:17][CH:16]=1. (2) Given the reactants [C:1]1([S:7][C:8]([C:11]([S:14](F)(=[O:16])=[O:15])([F:13])[F:12])([F:10])[F:9])[CH:6]=[CH:5][CH:4]=[CH:3][CH:2]=1.[CH2:18]([NH2:25])[C:19]1[CH:24]=[CH:23][CH:22]=[CH:21][CH:20]=1.Cl, predict the reaction product. The product is: [CH2:18]([NH:25][S:14]([C:11]([F:13])([F:12])[C:8]([S:7][C:1]1[CH:6]=[CH:5][CH:4]=[CH:3][CH:2]=1)([F:10])[F:9])(=[O:16])=[O:15])[C:19]1[CH:24]=[CH:23][CH:22]=[CH:21][CH:20]=1. (3) Given the reactants [C:1]([C:3]1[N:8]=[CH:7][C:6]([C:9]([OH:11])=O)=[CH:5][CH:4]=1)#[N:2].C(OC([N:19]1[CH2:24][CH2:23][O:22][C@@H:21]([C:25]2[CH:30]=[CH:29][C:28]([NH2:31])=[C:27]([Cl:32])[CH:26]=2)[CH2:20]1)=O)(C)(C)C, predict the reaction product. The product is: [ClH:32].[Cl:32][C:27]1[CH:26]=[C:25]([C@@H:21]2[O:22][CH2:23][CH2:24][NH:19][CH2:20]2)[CH:30]=[CH:29][C:28]=1[NH:31][C:9](=[O:11])[C:6]1[CH:5]=[CH:4][C:3]([C:1]#[N:2])=[N:8][CH:7]=1. (4) The product is: [C:33]([C:30]1[CH:31]=[C:32]2[C:27](=[CH:28][CH:29]=1)[NH:26][CH:25]=[C:24]2[CH2:23][CH2:22][CH2:21][CH2:20][N:4]1[CH2:3][CH2:2][N:1]([C:7]2[CH:8]=[CH:9][C:10]3[O:14][C:13]([C:15]([NH2:17])=[O:16])=[CH:12][C:11]=3[CH:18]=2)[CH2:6][CH2:5]1)#[N:34]. Given the reactants [N:1]1([C:7]2[CH:8]=[CH:9][C:10]3[O:14][C:13]([C:15]([NH2:17])=[O:16])=[CH:12][C:11]=3[CH:18]=2)[CH2:6][CH2:5][NH:4][CH2:3][CH2:2]1.Cl[CH2:20][CH2:21][CH2:22][CH2:23][C:24]1[C:32]2[C:27](=[CH:28][CH:29]=[C:30]([C:33]#[N:34])[CH:31]=2)[NH:26][CH:25]=1.C(=O)([O-])[O-].[K+].[K+].O, predict the reaction product. (5) Given the reactants [NH2:1][C:2]1[S:3][C:4]([CH3:10])=[C:5]([CH3:9])[C:6]=1[C:7]#[N:8].[C:11]([N:19]=[C:20]=[S:21])(=[O:18])[C:12]1[CH:17]=[CH:16][CH:15]=[CH:14][CH:13]=1, predict the reaction product. The product is: [C:7]([C:6]1[C:5]([CH3:9])=[C:4]([CH3:10])[S:3][C:2]=1[NH:1][C:20]([NH:19][C:11](=[O:18])[C:12]1[CH:13]=[CH:14][CH:15]=[CH:16][CH:17]=1)=[S:21])#[N:8]. (6) Given the reactants [CH3:1][N:2]1[CH2:7][CH2:6][N:5]([C:8]2[CH:13]=[CH:12][C:11]([C:14]3[CH:15]=[N:16][N:17]4[C:22]([NH2:23])=[C:21]([C:24]5[CH:29]=[CH:28][C:27]([N+:30]([O-])=O)=[CH:26][CH:25]=5)[CH:20]=[N:19][C:18]=34)=[CH:10][CH:9]=2)[CH2:4][CH2:3]1, predict the reaction product. The product is: [NH2:30][C:27]1[CH:28]=[CH:29][C:24]([C:21]2[CH:20]=[N:19][C:18]3[N:17]([N:16]=[CH:15][C:14]=3[C:11]3[CH:10]=[CH:9][C:8]([N:5]4[CH2:4][CH2:3][N:2]([CH3:1])[CH2:7][CH2:6]4)=[CH:13][CH:12]=3)[C:22]=2[NH2:23])=[CH:25][CH:26]=1. (7) Given the reactants [F:1][C:2]1[C:7]([CH:8]([OH:19])[C:9]2[CH:10]=[C:11]3[C:16](=[CH:17][CH:18]=2)[N:15]=[CH:14][N:13]=[CH:12]3)=[C:6]([F:20])[C:5]([F:21])=[CH:4][C:3]=1[NH:22][C:23](=[O:28])[C:24]([CH3:27])([CH3:26])[CH3:25], predict the reaction product. The product is: [F:1][C:2]1[C:7]([C:8]([C:9]2[CH:10]=[C:11]3[C:16](=[CH:17][CH:18]=2)[N:15]=[CH:14][N:13]=[CH:12]3)=[O:19])=[C:6]([F:20])[C:5]([F:21])=[CH:4][C:3]=1[NH:22][C:23](=[O:28])[C:24]([CH3:26])([CH3:25])[CH3:27].